Dataset: Full USPTO retrosynthesis dataset with 1.9M reactions from patents (1976-2016). Task: Predict the reactants needed to synthesize the given product. (1) Given the product [Cl:1][C:2]1[C:7]([CH2:8][CH2:9][CH3:10])=[C:6]([F:11])[CH:5]=[CH:4][C:3]=1[CH:12]([O:16][CH3:15])[O:13][CH3:14], predict the reactants needed to synthesize it. The reactants are: [Cl:1][C:2]1[C:7]([CH:8]=[CH:9][CH3:10])=[C:6]([F:11])[CH:5]=[CH:4][C:3]=1[CH:12]1[O:16][CH2:15][CH2:14][O:13]1. (2) Given the product [Cl:1][C:2]1[C:3]([N:8]2[C:12]([SH:13])=[CH:11][CH:10]=[C:9]2[CH:16]=[O:17])=[N:4][CH:5]=[CH:6][CH:7]=1, predict the reactants needed to synthesize it. The reactants are: [Cl:1][C:2]1[C:3]([N:8]2[C:12]([S:13]C#N)=[CH:11][CH:10]=[C:9]2[CH:16]=[O:17])=[N:4][CH:5]=[CH:6][CH:7]=1.O.O.O.O.O.O.O.O.O.[S-2].[Na+].[Na+].O. (3) Given the product [Cl:1][C:2]1[C:3]([NH:22][C:23]2[C:24]([C:25]3[O:26][C:29](=[CH2:30])[CH2:28][N:27]=3)=[CH:31][CH:32]=[CH:33][C:34]=2[F:35])=[N:4][C:5]([NH:8][C:9]2[CH:10]=[CH:11][C:12]3[N:18]([CH3:19])[C:17](=[O:20])[O:16][CH2:15][CH2:14][C:13]=3[CH:21]=2)=[N:6][CH:7]=1, predict the reactants needed to synthesize it. The reactants are: [Cl:1][C:2]1[C:3]([NH:22][C:23]2[C:34]([F:35])=[CH:33][CH:32]=[CH:31][C:24]=2[C:25]([NH:27][CH2:28][C:29]#[CH:30])=[O:26])=[N:4][C:5]([NH:8][C:9]2[CH:10]=[CH:11][C:12]3[N:18]([CH3:19])[C:17](=[O:20])[O:16][CH2:15][CH2:14][C:13]=3[CH:21]=2)=[N:6][CH:7]=1. (4) Given the product [Si:23]([O:12][CH2:11][CH2:10][O:9][CH2:8][CH2:7][O:6][CH2:5][CH2:4][O:3][CH2:2][CH2:1][OH:13])([C:20]([CH3:22])([CH3:21])[CH3:19])([C:30]1[CH:31]=[CH:32][CH:33]=[CH:34][CH:35]=1)[C:24]1[CH:29]=[CH:28][CH:27]=[CH:26][CH:25]=1, predict the reactants needed to synthesize it. The reactants are: [CH2:1]([OH:13])[CH2:2][O:3][CH2:4][CH2:5][O:6][CH2:7][CH2:8][O:9][CH2:10][CH2:11][OH:12].N1C=CN=C1.[CH3:19][C:20]([Si:23](Cl)([C:30]1[CH:35]=[CH:34][CH:33]=[CH:32][CH:31]=1)[C:24]1[CH:29]=[CH:28][CH:27]=[CH:26][CH:25]=1)([CH3:22])[CH3:21]. (5) Given the product [C:24]([O:28][C:29](=[O:57])[CH:30]([N:45]([CH2:6][CH:1]=[CH2:2])[S:46]([C:49]1[CH:50]=[CH:51][C:52]([O:55][CH3:56])=[CH:53][CH:54]=1)(=[O:48])=[O:47])[CH:31]([CH2:42][CH:43]=[CH2:44])[C:32]([O:34][CH2:35][C:36]1[CH:41]=[CH:40][CH:39]=[CH:38][CH:37]=1)=[O:33])([CH3:27])([CH3:25])[CH3:26], predict the reactants needed to synthesize it. The reactants are: [C:1]1(P(C2C=CC=CC=2)C2C=CC=CC=2)[CH:6]=CC=C[CH:2]=1.C(O)C=C.[C:24]([O:28][C:29](=[O:57])[CH:30]([NH:45][S:46]([C:49]1[CH:54]=[CH:53][C:52]([O:55][CH3:56])=[CH:51][CH:50]=1)(=[O:48])=[O:47])[CH:31]([CH2:42][CH:43]=[CH2:44])[C:32]([O:34][CH2:35][C:36]1[CH:41]=[CH:40][CH:39]=[CH:38][CH:37]=1)=[O:33])([CH3:27])([CH3:26])[CH3:25]. (6) Given the product [ClH:23].[CH3:22][NH:21][C:16]1([C:18]([NH2:20])=[O:19])[CH2:17][NH:14][CH2:15]1, predict the reactants needed to synthesize it. The reactants are: C([N:14]1[CH2:17][C:16]([NH:21][CH3:22])([C:18]([NH2:20])=[O:19])[CH2:15]1)(C1C=CC=CC=1)C1C=CC=CC=1.[ClH:23].